The task is: Regression. Given two drug SMILES strings and cell line genomic features, predict the synergy score measuring deviation from expected non-interaction effect.. This data is from NCI-60 drug combinations with 297,098 pairs across 59 cell lines. (1) Drug 1: CC1=C2C(C(=O)C3(C(CC4C(C3C(C(C2(C)C)(CC1OC(=O)C(C(C5=CC=CC=C5)NC(=O)OC(C)(C)C)O)O)OC(=O)C6=CC=CC=C6)(CO4)OC(=O)C)OC)C)OC. Drug 2: CC1=CC2C(CCC3(C2CCC3(C(=O)C)OC(=O)C)C)C4(C1=CC(=O)CC4)C. Cell line: KM12. Synergy scores: CSS=58.2, Synergy_ZIP=12.0, Synergy_Bliss=7.30, Synergy_Loewe=-30.5, Synergy_HSA=7.72. (2) Drug 1: CC1=C2C(C(=O)C3(C(CC4C(C3C(C(C2(C)C)(CC1OC(=O)C(C(C5=CC=CC=C5)NC(=O)C6=CC=CC=C6)O)O)OC(=O)C7=CC=CC=C7)(CO4)OC(=O)C)O)C)OC(=O)C. Drug 2: COC1=C2C(=CC3=C1OC=C3)C=CC(=O)O2. Cell line: NCI-H322M. Synergy scores: CSS=32.5, Synergy_ZIP=-6.27, Synergy_Bliss=-2.62, Synergy_Loewe=-53.7, Synergy_HSA=-3.30. (3) Drug 1: C1=C(C(=O)NC(=O)N1)F. Drug 2: CCN(CC)CCCC(C)NC1=C2C=C(C=CC2=NC3=C1C=CC(=C3)Cl)OC. Cell line: U251. Synergy scores: CSS=41.9, Synergy_ZIP=-6.85, Synergy_Bliss=-6.75, Synergy_Loewe=-5.04, Synergy_HSA=-3.94.